From a dataset of Experimentally validated miRNA-target interactions with 360,000+ pairs, plus equal number of negative samples. Binary Classification. Given a miRNA mature sequence and a target amino acid sequence, predict their likelihood of interaction. The miRNA is mmu-miR-34b-5p with sequence AGGCAGUGUAAUUAGCUGAUUGU. The protein sequence of the target gene is MMQESGSETKSNGSAIQNGSSGGNHLLECGALRDTRSNGEAPAVDLGAADLAHVQQQQQQALQVARQLLLQQQQQQQQQQQQQQQQQQQQQQQQQQQQQQQQQQQQQVSGLKSPKRNDKQPALQVPVSVAMMTPQVITPQQMQQILQQQVLSPQQLQVLLQQQQALMLQQQLQEFYKKQQEQLQLQLLQQQHAGKQPKEQQVATQQLAFQQQLLQMQQLQQQHLLSLQRQGLLTIQPGQPALPLQPLAQGMIPTELQQLWKEVTSAHTAEETTSSNHSSLDLTSTCVSSSAPSKSSLIMN.... Result: 1 (interaction).